Dataset: Forward reaction prediction with 1.9M reactions from USPTO patents (1976-2016). Task: Predict the product of the given reaction. Given the reactants [O:1]1[C:10]2[C:5](=[N:6][CH:7]=[CH:8][C:9]=2[C:11](=[CH2:27])[CH2:12][NH:13][C:14]2[CH:19]=[C:18]([C:20]3[CH:21]=[N:22][C:23]([CH3:26])=[CH:24][CH:25]=3)[N:17]=[CH:16][N:15]=2)[O:4][CH2:3][CH2:2]1, predict the reaction product. The product is: [O:1]1[C:10]2[C:5](=[N:6][CH:7]=[CH:8][C:9]=2[CH:11]([CH3:27])[CH2:12][NH:13][C:14]2[CH:19]=[C:18]([C:20]3[CH:21]=[N:22][C:23]([CH3:26])=[CH:24][CH:25]=3)[N:17]=[CH:16][N:15]=2)[O:4][CH2:3][CH2:2]1.